From a dataset of NCI-60 drug combinations with 297,098 pairs across 59 cell lines. Regression. Given two drug SMILES strings and cell line genomic features, predict the synergy score measuring deviation from expected non-interaction effect. (1) Drug 1: CN(C)C1=NC(=NC(=N1)N(C)C)N(C)C. Drug 2: CS(=O)(=O)CCNCC1=CC=C(O1)C2=CC3=C(C=C2)N=CN=C3NC4=CC(=C(C=C4)OCC5=CC(=CC=C5)F)Cl. Cell line: NCI-H522. Synergy scores: CSS=25.1, Synergy_ZIP=-6.77, Synergy_Bliss=4.62, Synergy_Loewe=-30.8, Synergy_HSA=1.15. (2) Drug 1: CS(=O)(=O)C1=CC(=C(C=C1)C(=O)NC2=CC(=C(C=C2)Cl)C3=CC=CC=N3)Cl. Drug 2: CCC1(C2=C(COC1=O)C(=O)N3CC4=CC5=C(C=CC(=C5CN(C)C)O)N=C4C3=C2)O.Cl. Cell line: NCI-H522. Synergy scores: CSS=30.4, Synergy_ZIP=-2.29, Synergy_Bliss=0.286, Synergy_Loewe=-27.1, Synergy_HSA=1.63. (3) Drug 1: CC(CN1CC(=O)NC(=O)C1)N2CC(=O)NC(=O)C2. Drug 2: CC12CCC3C(C1CCC2O)C(CC4=C3C=CC(=C4)O)CCCCCCCCCS(=O)CCCC(C(F)(F)F)(F)F. Cell line: SK-MEL-5. Synergy scores: CSS=2.76, Synergy_ZIP=-5.66, Synergy_Bliss=-4.52, Synergy_Loewe=-4.35, Synergy_HSA=-4.61. (4) Drug 1: CC12CCC3C(C1CCC2=O)CC(=C)C4=CC(=O)C=CC34C. Drug 2: CCC1=C2CN3C(=CC4=C(C3=O)COC(=O)C4(CC)O)C2=NC5=C1C=C(C=C5)O. Cell line: NCI/ADR-RES. Synergy scores: CSS=30.2, Synergy_ZIP=-2.10, Synergy_Bliss=-0.691, Synergy_Loewe=-5.47, Synergy_HSA=0.583. (5) Drug 1: C1=C(C(=O)NC(=O)N1)F. Drug 2: COCCOC1=C(C=C2C(=C1)C(=NC=N2)NC3=CC=CC(=C3)C#C)OCCOC.Cl. Cell line: MOLT-4. Synergy scores: CSS=32.9, Synergy_ZIP=11.2, Synergy_Bliss=7.59, Synergy_Loewe=5.07, Synergy_HSA=6.60. (6) Drug 1: C1=CC(=CC=C1C#N)C(C2=CC=C(C=C2)C#N)N3C=NC=N3. Drug 2: C1=NC2=C(N=C(N=C2N1C3C(C(C(O3)CO)O)O)F)N. Cell line: NCI-H522. Synergy scores: CSS=1.09, Synergy_ZIP=-5.51, Synergy_Bliss=-1.67, Synergy_Loewe=-8.37, Synergy_HSA=-5.91. (7) Drug 1: C1CN1P(=S)(N2CC2)N3CC3. Drug 2: CC(C)(C#N)C1=CC(=CC(=C1)CN2C=NC=N2)C(C)(C)C#N. Cell line: A549. Synergy scores: CSS=17.7, Synergy_ZIP=-7.70, Synergy_Bliss=-3.99, Synergy_Loewe=-4.64, Synergy_HSA=-4.42. (8) Drug 2: C1C(C(OC1N2C=NC(=NC2=O)N)CO)O. Synergy scores: CSS=35.2, Synergy_ZIP=-3.99, Synergy_Bliss=4.77, Synergy_Loewe=-4.95, Synergy_HSA=9.13. Cell line: SR. Drug 1: CS(=O)(=O)C1=CC(=C(C=C1)C(=O)NC2=CC(=C(C=C2)Cl)C3=CC=CC=N3)Cl. (9) Drug 1: CCC1=C2CN3C(=CC4=C(C3=O)COC(=O)C4(CC)O)C2=NC5=C1C=C(C=C5)O. Drug 2: C1=CC=C(C(=C1)C(C2=CC=C(C=C2)Cl)C(Cl)Cl)Cl. Cell line: SK-MEL-2. Synergy scores: CSS=10.6, Synergy_ZIP=6.85, Synergy_Bliss=6.20, Synergy_Loewe=-14.3, Synergy_HSA=2.54.